The task is: Predict the reaction yield, written as a fraction of the theoretical maximum amount of product (1.0 means a 100% yield; for example, 0.34 means a 34% yield).. This data is from Reaction yield outcomes from USPTO patents with 853,638 reactions. The reactants are C(OC([NH:8][C@@H:9]([C:20]1[CH:25]=[CH:24][C:23]([O:26][C:27]2[C:36]3[C:31](=[CH:32][C:33]([O:39][CH3:40])=[C:34]([O:37][CH3:38])[CH:35]=3)[N:30]=[CH:29][N:28]=2)=[CH:22][CH:21]=1)[C:10]([NH:12][C:13]1[S:14][C:15]([CH3:19])=[C:16]([CH3:18])[N:17]=1)=[O:11])=O)(C)(C)C.FC(F)(F)C(O)=O. The yield is 0.340. No catalyst specified. The product is [NH2:8][C@@H:9]([C:20]1[CH:25]=[CH:24][C:23]([O:26][C:27]2[C:36]3[C:31](=[CH:32][C:33]([O:39][CH3:40])=[C:34]([O:37][CH3:38])[CH:35]=3)[N:30]=[CH:29][N:28]=2)=[CH:22][CH:21]=1)[C:10]([NH:12][C:13]1[S:14][C:15]([CH3:19])=[C:16]([CH3:18])[N:17]=1)=[O:11].